Task: Predict the product of the given reaction.. Dataset: Forward reaction prediction with 1.9M reactions from USPTO patents (1976-2016) Given the reactants [Br:1][C:2]1[CH:10]=[CH:9][C:8]([Br:11])=[CH:7][C:3]=1[C:4](Cl)=[O:5].[CH2:12]([O:20][C:21]1[CH:30]=[CH:29][C:24]([C:25]([NH:27][NH2:28])=[O:26])=[CH:23][CH:22]=1)[CH2:13][CH2:14][CH2:15][CH2:16][CH2:17][CH2:18][CH3:19].C(N(CC)CC)C, predict the reaction product. The product is: [Br:1][C:2]1[CH:10]=[CH:9][C:8]([Br:11])=[CH:7][C:3]=1[C:4]([NH:28][NH:27][C:25](=[O:26])[C:24]1[CH:29]=[CH:30][C:21]([O:20][CH2:12][CH2:13][CH2:14][CH2:15][CH2:16][CH2:17][CH2:18][CH3:19])=[CH:22][CH:23]=1)=[O:5].